The task is: Predict the product of the given reaction.. This data is from Forward reaction prediction with 1.9M reactions from USPTO patents (1976-2016). (1) Given the reactants [Cl:1][C:2]1[N:7]=[C:6]([C:8]([F:11])([F:10])[F:9])[C:5]([C:12](Cl)=[O:13])=[CH:4][N:3]=1.ClCCl.[NH:18]1[CH2:23][CH2:22][O:21][CH2:20][CH2:19]1.C(N(CC)CC)C, predict the reaction product. The product is: [Cl:1][C:2]1[N:7]=[C:6]([C:8]([F:11])([F:10])[F:9])[C:5]([C:12]([N:18]2[CH2:23][CH2:22][O:21][CH2:20][CH2:19]2)=[O:13])=[CH:4][N:3]=1. (2) Given the reactants [Cl:1][C:2]1[CH:7]=[CH:6][CH:5]=[C:4]([CH2:8][N:9]([CH2:12][CH3:13])[CH2:10][CH3:11])[C:3]=1[CH2:14]O.[Br:16]P(Br)Br, predict the reaction product. The product is: [Br:16][CH2:14][C:3]1[C:2]([Cl:1])=[CH:7][CH:6]=[CH:5][C:4]=1[CH2:8][N:9]([CH2:12][CH3:13])[CH2:10][CH3:11]. (3) Given the reactants [Cl:1][C:2]([O:5]C(=O)OC(Cl)(Cl)Cl)(Cl)Cl.[C:13]([O:17][C:18]([N:20]1[CH2:25][CH2:24][NH:23][C@H:22]([CH2:26][CH3:27])[CH2:21]1)=[O:19])([CH3:16])([CH3:15])[CH3:14].N1C=CC=CC=1, predict the reaction product. The product is: [C:13]([O:17][C:18]([N:20]1[CH2:25][CH2:24][N:23]([C:2]([Cl:1])=[O:5])[C@H:22]([CH2:26][CH3:27])[CH2:21]1)=[O:19])([CH3:16])([CH3:15])[CH3:14]. (4) Given the reactants [ClH:1].Cl.[NH2:3][C:4]1[CH:9]=[C:8]([NH2:10])[CH:7]=[C:6]([CH3:11])[C:5]=1[O:12][CH3:13].[C:14](=[O:17])([O-:16])[O-].[Ca+2].Cl[C:20]([O:22][CH2:23][CH2:24][Cl:25])=[O:21].O1[CH2:31][CH2:30]OCC1, predict the reaction product. The product is: [CH3:13][O:12][C:5]1[C:6]([CH3:11])=[CH:7][C:8]([NH:10][C:14](=[O:17])[O:16][CH2:30][CH2:31][Cl:1])=[CH:9][C:4]=1[NH:3][C:20](=[O:21])[O:22][CH2:23][CH2:24][Cl:25]. (5) Given the reactants [C:1]([C:5]1[N:9]2[N:10]=[C:11]([C:14]#[C:15][C:16]3[CH:21]=[CH:20][C:19]([F:22])=[CH:18][C:17]=3[F:23])[CH:12]=[CH:13][C:8]2=[N:7][N:6]=1)([CH3:4])([CH3:3])[CH3:2].[OH:24]S(O)(=O)=O, predict the reaction product. The product is: [C:1]([C:5]1[N:9]2[N:10]=[C:11]([CH2:14][C:15]([C:16]3[CH:21]=[CH:20][C:19]([F:22])=[CH:18][C:17]=3[F:23])=[O:24])[CH:12]=[CH:13][C:8]2=[N:7][N:6]=1)([CH3:4])([CH3:2])[CH3:3]. (6) Given the reactants [CH:1]12[CH2:7][CH:4]([CH2:5][CH2:6]1)[CH2:3][CH:2]2[C:8]1[NH:12][C:11]2[C:13]([O:34]C)=[CH:14][CH:15]=[C:16]([C:17]([NH:19][CH2:20][CH:21]3[CH2:26][CH2:25][CH2:24][N:23](C(OC(C)(C)C)=O)[CH2:22]3)=[O:18])[C:10]=2[N:9]=1.B(Br)(Br)Br, predict the reaction product. The product is: [CH:1]12[CH2:7][CH:4]([CH2:5][CH2:6]1)[CH2:3][CH:2]2[C:8]1[NH:12][C:11]2[C:13]([OH:34])=[CH:14][CH:15]=[C:16]([C:17]([NH:19][CH2:20][CH:21]3[CH2:26][CH2:25][CH2:24][NH:23][CH2:22]3)=[O:18])[C:10]=2[N:9]=1. (7) Given the reactants [CH3:1][O:2][C:3]1[C:4]([N+:16]([O-])=O)=[C:5]([CH:13]=[CH:14][CH:15]=1)[NH:6][CH2:7][CH2:8][CH2:9][CH2:10][O:11][CH3:12], predict the reaction product. The product is: [CH3:1][O:2][C:3]1[C:4]([NH2:16])=[C:5]([NH:6][CH2:7][CH2:8][CH2:9][CH2:10][O:11][CH3:12])[CH:13]=[CH:14][CH:15]=1. (8) Given the reactants [OH:1][CH:2]([C:13](=[O:18])[C:14]([CH3:17])([CH3:16])[CH3:15])[C:3]([O:5][CH2:6][C:7]1[CH:12]=[CH:11][CH:10]=[CH:9][CH:8]=1)=[O:4].C(N(C(C)C)CC)(C)C.N1([C:33](N2C=CN=C2)=[O:34])C=CN=C1.Cl, predict the reaction product. The product is: [C:14]([C:13]1[O:18][C:33](=[O:34])[O:1][C:2]=1[C:3]([O:5][CH2:6][C:7]1[CH:12]=[CH:11][CH:10]=[CH:9][CH:8]=1)=[O:4])([CH3:15])([CH3:17])[CH3:16].